Predict the reactants needed to synthesize the given product. From a dataset of Full USPTO retrosynthesis dataset with 1.9M reactions from patents (1976-2016). (1) Given the product [C:6]1([CH2:12][CH2:13][CH2:14][CH2:15][C:16]([O:18][CH3:20])=[O:17])[CH:11]=[CH:10][CH:9]=[CH:8][CH:7]=1, predict the reactants needed to synthesize it. The reactants are: OS(O)(=O)=O.[C:6]1([CH2:12][CH2:13][CH2:14][CH2:15][C:16]([OH:18])=[O:17])[CH:11]=[CH:10][CH:9]=[CH:8][CH:7]=1.O.[CH3:20]O. (2) Given the product [NH:34]1[C:35]2[C:31](=[C:30]([CH2:29][N:18]3[CH2:17][CH2:16][CH2:15][C:14]4([CH2:21][CH2:22][N:11]([C:2]5[CH:3]=[N:4][C:5]6[C:10](=[CH:9][CH:8]=[CH:7][CH:6]=6)[N:1]=5)[CH2:12][CH2:13]4)[C:19]3=[O:20])[CH:38]=[CH:37][CH:36]=2)[CH:32]=[CH:33]1, predict the reactants needed to synthesize it. The reactants are: [N:1]1[C:10]2[C:5](=[CH:6][CH:7]=[CH:8][CH:9]=2)[N:4]=[CH:3][C:2]=1[N:11]1[CH2:22][CH2:21][C:14]2([C:19](=[O:20])[NH:18][CH2:17][CH2:16][CH2:15]2)[CH2:13][CH2:12]1.C1COCC1.Br[CH2:29][C:30]1[CH:38]=[CH:37][CH:36]=[C:35]2[C:31]=1[CH:32]=[CH:33][N:34]2S(C1C=CC(C)=CC=1)(=O)=O. (3) Given the product [CH2:21]([C:11]1[C:12](=[O:15])[NH:13][N:14]=[C:9]([C:6]2[CH:7]=[CH:8][C:3]([O:2][CH3:1])=[CH:4][CH:5]=2)[CH:10]=1)[C:22]1[CH:27]=[CH:26][CH:25]=[CH:24][CH:23]=1, predict the reactants needed to synthesize it. The reactants are: [CH3:1][O:2][C:3]1[CH:8]=[CH:7][C:6]([C:9]2[CH2:10][CH2:11][C:12](=[O:15])[NH:13][N:14]=2)=[CH:5][CH:4]=1.[OH-].[K+].CCO.[CH:21](=O)[C:22]1[CH:27]=[CH:26][CH:25]=[CH:24][CH:23]=1. (4) Given the product [NH:22]([C:2]1[N:10]=[C:9]2[C:5]([N:6]=[CH:7][N:8]2[CH3:11])=[C:4]([NH:12][C:13]2[CH:20]=[CH:19][C:16]([C:17]#[N:18])=[CH:15][CH:14]=2)[N:3]=1)[NH2:23], predict the reactants needed to synthesize it. The reactants are: Cl[C:2]1[N:10]=[C:9]2[C:5]([N:6]=[CH:7][N:8]2[CH3:11])=[C:4]([NH:12][C:13]2[CH:20]=[CH:19][C:16]([C:17]#[N:18])=[CH:15][CH:14]=2)[N:3]=1.O.[NH2:22][NH2:23].